Regression. Given a peptide amino acid sequence and an MHC pseudo amino acid sequence, predict their binding affinity value. This is MHC class I binding data. From a dataset of Peptide-MHC class I binding affinity with 185,985 pairs from IEDB/IMGT. (1) The peptide sequence is QMRPVSRVL. The MHC is HLA-E01:01 with pseudo-sequence HLA-E01:03. The binding affinity (normalized) is 0.0847. (2) The peptide sequence is IVNAANIHLK. The MHC is HLA-A11:01 with pseudo-sequence HLA-A11:01. The binding affinity (normalized) is 0.571. (3) The peptide sequence is RYSHWTKL. The MHC is HLA-C14:02 with pseudo-sequence HLA-C14:02. The binding affinity (normalized) is 0.347. (4) The peptide sequence is RAFWGQVQK. The binding affinity (normalized) is 0.0847. The MHC is HLA-A68:02 with pseudo-sequence HLA-A68:02. (5) The peptide sequence is YSLEYFQF. The MHC is HLA-B53:01 with pseudo-sequence HLA-B53:01. The binding affinity (normalized) is 0.217. (6) The peptide sequence is VLYCVHQEI. The MHC is HLA-A02:06 with pseudo-sequence HLA-A02:06. The binding affinity (normalized) is 0.872. (7) The peptide sequence is MQESGVSKL. The MHC is HLA-B39:01 with pseudo-sequence HLA-B39:01. The binding affinity (normalized) is 0.770.